From a dataset of NCI-60 drug combinations with 297,098 pairs across 59 cell lines. Regression. Given two drug SMILES strings and cell line genomic features, predict the synergy score measuring deviation from expected non-interaction effect. Drug 1: CS(=O)(=O)C1=CC(=C(C=C1)C(=O)NC2=CC(=C(C=C2)Cl)C3=CC=CC=N3)Cl. Drug 2: CC1=CC=C(C=C1)C2=CC(=NN2C3=CC=C(C=C3)S(=O)(=O)N)C(F)(F)F. Cell line: CCRF-CEM. Synergy scores: CSS=14.5, Synergy_ZIP=-2.89, Synergy_Bliss=1.76, Synergy_Loewe=-2.33, Synergy_HSA=0.766.